Dataset: Full USPTO retrosynthesis dataset with 1.9M reactions from patents (1976-2016). Task: Predict the reactants needed to synthesize the given product. (1) The reactants are: [OH:1][CH2:2][CH2:3][N:4]1[C:12]([C:13]2[CH:18]=[CH:17][CH:16]=[CH:15][CH:14]=2)=[C:11]2[C:6]([N:7]([CH3:22])[C:8](=[O:21])[N:9]([CH3:20])[C:10]2=[O:19])=[CH:5]1.[O-]S(C(F)(F)F)(=O)=O.[Bi+3].[O-]S(C(F)(F)F)(=O)=O.[O-]S(C(F)(F)F)(=O)=O.[CH3:48][C:49]1[O:53][C:52]([CH:54]=O)=[CH:51][CH:50]=1. Given the product [CH3:22][N:7]1[C:6]2=[C:5]3[N:4]([C:12]([C:13]4[CH:18]=[CH:17][CH:16]=[CH:15][CH:14]=4)=[C:11]2[C:10](=[O:19])[N:9]([CH3:20])[C:8]1=[O:21])[CH2:3][CH2:2][O:1][CH:54]3[C:52]1[O:53][C:49]([CH3:48])=[CH:50][CH:51]=1, predict the reactants needed to synthesize it. (2) The reactants are: [CH3:1][O:2][C:3]([C:5]1[CH:10]=[C:9]([Br:11])[C:8](=[O:12])[N:7]([CH2:13][CH:14]2[CH2:18][CH2:17][CH2:16][CH2:15]2)[C:6]=1[CH2:19]Br)=[O:4].[CH3:21][O:22][C:23](=[O:36])[CH2:24][NH:25][S:26]([C:29]1[CH:34]=[CH:33][C:32]([CH3:35])=[CH:31][CH:30]=1)(=[O:28])=[O:27].[I-].[Na+].C(=O)([O-])[O-].[K+].[K+]. Given the product [CH3:1][O:2][C:3]([C:5]1[CH:10]=[C:9]([Br:11])[C:8](=[O:12])[N:7]([CH2:13][CH:14]2[CH2:18][CH2:17][CH2:16][CH2:15]2)[C:6]=1[CH2:19][N:25]([CH2:24][C:23]([O:22][CH3:21])=[O:36])[S:26]([C:29]1[CH:30]=[CH:31][C:32]([CH3:35])=[CH:33][CH:34]=1)(=[O:28])=[O:27])=[O:4], predict the reactants needed to synthesize it. (3) Given the product [OH:2][C:3]1[CH:20]=[CH:19][C:18]2[C@@H:17]3[C@H:8]([C@H:9]4[C@@:13]([CH2:15][CH2:16]3)([CH3:14])[C@@H:12]([OH:21])[CH2:11][CH2:10]4)[C@H:7]([CH2:6][CH2:5][CH2:4][CH2:39][CH2:38][CH2:37][CH2:36][CH2:35][CH:29]([CH2:28][CH2:27][C:26]([F:25])([F:52])[C:42]([F:50])([F:51])[C:43]([F:48])([F:49])[C:44]([F:45])([F:47])[F:46])[C:30]([OH:32])=[O:31])[CH2:22][C:23]=2[CH:24]=1, predict the reactants needed to synthesize it. The reactants are: C[O:2][C:3]1[CH:20]=[CH:19][C:18]2[C@@H:17]3[C@H:8]([C@H:9]4[C@@:13]([CH2:15][CH2:16]3)([CH3:14])[C@@H:12]([OH:21])[CH2:11][CH2:10]4)[C@H:7]([CH2:22][CH:23]=[CH2:24])[CH2:6][C:5]=2[CH:4]=1.[F:25][C:26]([F:52])([C:42]([F:51])([F:50])[C:43]([F:49])([F:48])[C:44]([F:47])([F:46])[F:45])[CH2:27][CH2:28][CH:29]([CH2:35][CH2:36][CH2:37][CH2:38][CH2:39]C=C)[C:30]([O:32]CC)=[O:31]. (4) Given the product [Cl:6][C:7]1[CH:12]=[C:11]([F:13])[CH:10]=[CH:9][C:8]=1[NH:14][C:15]([C:17]1[CH:21]=[C:20]([Cl:31])[N:19]([S:22]([C:25]2[CH:26]=[CH:27][CH:28]=[CH:29][CH:30]=2)(=[O:23])=[O:24])[N:18]=1)=[O:16], predict the reactants needed to synthesize it. The reactants are: [Li]CCCC.[Cl:6][C:7]1[CH:12]=[C:11]([F:13])[CH:10]=[CH:9][C:8]=1[NH:14][C:15]([C:17]1[CH:21]=[CH:20][N:19]([S:22]([C:25]2[CH:30]=[CH:29][CH:28]=[CH:27][CH:26]=2)(=[O:24])=[O:23])[N:18]=1)=[O:16].[Cl:31]N1C(=O)CCC1=O.Cl.[Na+].[Cl-]. (5) The reactants are: [Cl:1][C:2]1[C:11]2[C:6](=[CH:7][CH:8]=[C:9]([O:12][CH:13]3[CH2:18][CH2:17][N:16]([C:19](=[O:24])[CH2:20][N:21]([CH3:23])[CH3:22])[CH2:15][CH2:14]3)[CH:10]=2)[N:5]=[CH:4][N:3]=1.[OH:25][C:26]1[CH:32]=[CH:31][C:29]([NH2:30])=[CH:28][C:27]=1[O:33][CH3:34]. Given the product [ClH:1].[ClH:1].[CH3:22][N:21]([CH2:20][C:19]([N:16]1[CH2:17][CH2:18][CH:13]([O:12][C:9]2[CH:10]=[C:11]3[C:6](=[CH:7][CH:8]=2)[N:5]=[CH:4][N:3]=[C:2]3[NH:30][C:29]2[CH:31]=[CH:32][C:26]([OH:25])=[C:27]([O:33][CH3:34])[CH:28]=2)[CH2:14][CH2:15]1)=[O:24])[CH3:23], predict the reactants needed to synthesize it.